From a dataset of Forward reaction prediction with 1.9M reactions from USPTO patents (1976-2016). Predict the product of the given reaction. (1) Given the reactants [CH3:1][C:2](C)([O-:4])C.[K+].[C:7]([C:10]1[CH:11]=[CH:12][C:13]([O:34][CH2:35][C:36]2[CH:41]=[C:40](Cl)[CH:39]=[CH:38][N:37]=2)=[C:14]([C:16]2[CH:33]=[CH:32][C:19]3[CH2:20][CH2:21][N:22]([C:25]([O:27][C:28]([CH3:31])([CH3:30])[CH3:29])=[O:26])[CH2:23][CH2:24][C:18]=3[CH:17]=2)[CH:15]=1)(=[O:9])[CH3:8].O, predict the reaction product. The product is: [C:7]([C:10]1[CH:11]=[CH:12][C:13]([O:34][CH2:35][C:36]2[CH:41]=[C:40]([O:4][CH2:2][CH3:1])[CH:39]=[CH:38][N:37]=2)=[C:14]([C:16]2[CH:33]=[CH:32][C:19]3[CH2:20][CH2:21][N:22]([C:25]([O:27][C:28]([CH3:31])([CH3:30])[CH3:29])=[O:26])[CH2:23][CH2:24][C:18]=3[CH:17]=2)[CH:15]=1)(=[O:9])[CH3:8]. (2) The product is: [C:1]([O:5][C:6]([N:8]1[CH2:12][CH2:11][C:10]([NH:18][C:19]([O:21][CH2:22][C:23]2[CH:28]=[CH:27][CH:26]=[CH:25][CH:24]=2)=[O:20])([C:13]([F:17])([F:16])[CH2:14][O:15][S:37]([CH3:36])(=[O:39])=[O:38])[CH2:9]1)=[O:7])([CH3:4])([CH3:2])[CH3:3]. Given the reactants [C:1]([O:5][C:6]([N:8]1[CH2:12][CH2:11][C:10]([NH:18][C:19]([O:21][CH2:22][C:23]2[CH:28]=[CH:27][CH:26]=[CH:25][CH:24]=2)=[O:20])([C:13]([F:17])([F:16])[CH2:14][OH:15])[CH2:9]1)=[O:7])([CH3:4])([CH3:3])[CH3:2].C(N(CC)CC)C.[CH3:36][S:37](Cl)(=[O:39])=[O:38].S(=O)(=O)(O)[O-].[K+], predict the reaction product.